From a dataset of Catalyst prediction with 721,799 reactions and 888 catalyst types from USPTO. Predict which catalyst facilitates the given reaction. Reactant: [O:1]=[C:2]1[NH:6][C:5](=O)/[C:4](=[CH:8]/[C:9]2[CH:27]=[CH:26][C:12]([O:13][C:14]3[CH:21]=[CH:20][C:17]([C:18]#[N:19])=[CH:16][C:15]=3[C:22]([F:25])([F:24])[F:23])=[C:11]([O:28][CH3:29])[CH:10]=2)/[S:3]1.COC1C=CC(P2(SP(C3C=CC(OC)=CC=3)(=S)S2)=[S:39])=CC=1. Product: [CH3:29][O:28][C:11]1[CH:10]=[C:9](/[CH:8]=[C:4]2/[C:5](=[S:39])[NH:6][C:2](=[O:1])[S:3]/2)[CH:27]=[CH:26][C:12]=1[O:13][C:14]1[CH:21]=[CH:20][C:17]([C:18]#[N:19])=[CH:16][C:15]=1[C:22]([F:24])([F:25])[F:23]. The catalyst class is: 11.